This data is from Reaction yield outcomes from USPTO patents with 853,638 reactions. The task is: Predict the reaction yield, written as a fraction of the theoretical maximum amount of product (1.0 means a 100% yield; for example, 0.34 means a 34% yield). (1) The product is [F:1][C:2]1[C:10]([C:11]2[CH:16]=[CH:15][CH:14]=[C:13]([F:17])[CH:12]=2)=[CH:9][C:8]([CH3:18])=[CH:7][C:3]=1[C:4]([NH:25][C:26]1[C:31]([CH3:32])=[CH:30][CH:29]=[C:28]([OH:33])[C:27]=1[CH3:34])=[O:6]. The catalyst is C(Cl)Cl.CN(C=O)C.C1COCC1.O. The reactants are [F:1][C:2]1[C:10]([C:11]2[CH:16]=[CH:15][CH:14]=[C:13]([F:17])[CH:12]=2)=[CH:9][C:8]([CH3:18])=[CH:7][C:3]=1[C:4]([OH:6])=O.C(Cl)(C(Cl)=O)=O.[NH2:25][C:26]1[C:27]([CH3:34])=[C:28]([OH:33])[CH:29]=[CH:30][C:31]=1[CH3:32].C([O-])(O)=O.[Na+]. The yield is 0.730. (2) The yield is 0.540. The catalyst is O1CCCC1. The product is [CH2:20]([C@H:27]1[CH2:31][O:30][C:29](=[O:32])[N:28]1[C:37](=[O:33])/[CH:36]=[CH:7]/[C:6]1[CH:14]=[CH:9][C:10]([Cl:12])=[CH:4][N:3]=1)[C:21]1[CH:22]=[CH:23][CH:24]=[CH:25][CH:26]=1. The reactants are C([N:3]([CH2:6][CH3:7])[CH2:4]C)C.C[C:9]([CH3:14])(C)[C:10]([Cl:12])=O.[Li]CCCC.[CH2:20]([C@H:27]1[CH2:31][O:30][C:29](=[O:32])[NH:28]1)[C:21]1[CH:26]=[CH:25][CH:24]=[CH:23][CH:22]=1.[O:33]1[CH2:37][CH2:36]NC1=O. (3) The reactants are Br[CH2:2][CH2:3][C@@:4]1([CH3:17])[C:9]([O:10][CH3:11])=[N:8][C@H:7]([CH:12]([CH3:14])[CH3:13])[C:6]([O:15][CH3:16])=[N:5]1.[CH3:18][NH:19][CH3:20].C1COCC1. The catalyst is CN(C1C=CN=CC=1)C. The product is [CH:12]([C@@H:7]1[C:6]([O:15][CH3:16])=[N:5][C@:4]([CH2:3][CH2:2][N:19]([CH3:20])[CH3:18])([CH3:17])[C:9]([O:10][CH3:11])=[N:8]1)([CH3:14])[CH3:13]. The yield is 0.614. (4) The reactants are [I:1][C:2]1[CH:7]=[CH:6][C:5]([CH2:8][C:9]([OH:11])=[O:10])=[CH:4][CH:3]=1.Cl.[CH3:13]O. The catalyst is O1CCOCC1. The product is [I:1][C:2]1[CH:3]=[CH:4][C:5]([CH2:8][C:9]([O:11][CH3:13])=[O:10])=[CH:6][CH:7]=1. The yield is 0.980. (5) The reactants are [CH3:1][O:2][C:3](=[O:11])[C:4]1[CH:9]=[CH:8][C:7](I)=[CH:6][CH:5]=1.[NH:12]1[CH:16]=[CH:15][N:14]=[C:13]1[CH2:17][N:18]([CH3:20])[CH3:19].C([O-])([O-])=O.[K+].[K+].N1C2C(=CC=C3C=2N=CC=C3)C=CC=1. The catalyst is CS(C)=O.[Cu]I.CO.CCOC(C)=O. The product is [CH3:1][O:2][C:3](=[O:11])[C:4]1[CH:9]=[CH:8][C:7]([N:12]2[CH:16]=[CH:15][N:14]=[C:13]2[CH2:17][N:18]([CH3:20])[CH3:19])=[CH:6][CH:5]=1. The yield is 0.400.